Dataset: Ames mutagenicity test results for genotoxicity prediction. Task: Regression/Classification. Given a drug SMILES string, predict its toxicity properties. Task type varies by dataset: regression for continuous values (e.g., LD50, hERG inhibition percentage) or binary classification for toxic/non-toxic outcomes (e.g., AMES mutagenicity, cardiotoxicity, hepatotoxicity). Dataset: ames. (1) The drug is CCOCCOC(=O)c1cc(Cc2ccc(N)c(C(=O)OCCOCC)c2)ccc1N. The result is 0 (non-mutagenic). (2) The compound is C=CCn1cc2c3c(cccc31)C1C=C(CO)CN(C)C1C2. The result is 1 (mutagenic). (3) The drug is CS(=O)(=O)OC1CN(C(c2ccccc2)c2ccccc2)C1. The result is 1 (mutagenic). (4) The compound is CCN=NNCC. The result is 1 (mutagenic). (5) The molecule is CC(C)CC1NC(=O)C(C)N(C)C(=O)CNC(=O)/C(=C\c2ccccc2)N(C)C1=O. The result is 0 (non-mutagenic).